Dataset: Full USPTO retrosynthesis dataset with 1.9M reactions from patents (1976-2016). Task: Predict the reactants needed to synthesize the given product. (1) The reactants are: [CH2:1]1[CH2:5][O:4][CH2:3][CH2:2]1.COCC=C.[Br:11][C:12]1[CH:13]=[C:14]([CH:17]=[C:18](Br)[CH:19]=1)[CH:15]=[O:16].C[O-].[Na+]. Given the product [Br:11][C:12]1[CH:13]=[C:14]([CH:17]=[C:18]([CH2:2][CH2:1][CH2:5][O:4][CH3:3])[CH:19]=1)[CH:15]=[O:16], predict the reactants needed to synthesize it. (2) Given the product [CH:1]([O:4][C:5]1[CH:21]=[CH:20][C:8]([O:9][C:10]2[S:11][C:12]([C:15]#[C:16][CH:17]([NH:19][C:27]([NH2:26])=[O:28])[CH3:18])=[CH:13][N:14]=2)=[CH:7][CH:6]=1)([CH3:2])[CH3:3], predict the reactants needed to synthesize it. The reactants are: [CH:1]([O:4][C:5]1[CH:21]=[CH:20][C:8]([O:9][C:10]2[S:11][C:12]([C:15]#[C:16][CH:17]([NH2:19])[CH3:18])=[CH:13][N:14]=2)=[CH:7][CH:6]=1)([CH3:3])[CH3:2].ClC([N:26]=[C:27]=[O:28])(Cl)Cl. (3) Given the product [CH:22]1([C:25]2[NH:29][N:28]=[C:27]([NH:30][C:4]3[C:5]([N+:8]([O-:10])=[O:9])=[CH:6][CH:7]=[C:2]([F:1])[C:3]=3[F:12])[CH:26]=2)[CH2:24][CH2:23]1, predict the reactants needed to synthesize it. The reactants are: [F:1][C:2]1[CH:7]=[CH:6][C:5]([N+:8]([O-:10])=[O:9])=[C:4](F)[C:3]=1[F:12].CCN(C(C)C)C(C)C.[CH:22]1([C:25]2[NH:29][N:28]=[C:27]([NH2:30])[CH:26]=2)[CH2:24][CH2:23]1. (4) Given the product [CH3:17][C:18]([CH3:33])([CH3:34])[CH2:19][N:20]1[C:28]2[C:23](=[C:24]([CH2:30][CH2:31][CH3:32])[C:25]([O:29][CH2:2][CH2:3][CH2:4][CH2:5][O:6][C:7]3[CH:16]=[CH:15][C:10]([C:11]([OH:13])=[O:12])=[CH:9][CH:8]=3)=[CH:26][CH:27]=2)[CH:22]=[CH:21]1, predict the reactants needed to synthesize it. The reactants are: Br[CH2:2][CH2:3][CH2:4][CH2:5][O:6][C:7]1[CH:16]=[CH:15][C:10]([C:11]([O:13]C)=[O:12])=[CH:9][CH:8]=1.[CH3:17][C:18]([CH3:34])([CH3:33])[CH2:19][N:20]1[C:28]2[C:23](=[C:24]([CH2:30][CH2:31][CH3:32])[C:25]([OH:29])=[CH:26][CH:27]=2)[CH:22]=[CH:21]1. (5) Given the product [CH3:34][NH:30][C:22]([C:9]1[C:10]2[CH2:11][CH2:12][CH:13]([C:16]3[CH:21]=[CH:20][CH:19]=[CH:18][CH:17]=3)[O:14][C:15]=2[C:4]2[N:3]=[C:2]([CH3:1])[N:6]([CH3:7])[C:5]=2[CH:8]=1)=[O:23], predict the reactants needed to synthesize it. The reactants are: [CH3:1][C:2]1[N:6]([CH3:7])[C:5]2[CH:8]=[C:9]([C:22](O)=[O:23])[C:10]3[CH2:11][CH2:12][CH:13]([C:16]4[CH:21]=[CH:20][CH:19]=[CH:18][CH:17]=4)[O:14][C:15]=3[C:4]=2[N:3]=1.F[B-](F)(F)F.[N:30]1(OC(N(C)C)=[N+](C)C)[C:34]2C=CC=CC=2N=N1.CN.O.